Task: Predict the reaction yield, written as a fraction of the theoretical maximum amount of product (1.0 means a 100% yield; for example, 0.34 means a 34% yield).. Dataset: Reaction yield outcomes from USPTO patents with 853,638 reactions The reactants are [OH:1][C:2]([CH3:7])([CH3:6])[C:3]([NH2:5])=[O:4].[CH2:8]([O:15][C:16]1[CH:23]=[CH:22][CH:21]=[C:20]([O:24][CH3:25])[C:17]=1[CH:18]=O)[C:9]1[CH:14]=[CH:13][CH:12]=[CH:11][CH:10]=1.O. The catalyst is CCCCCCC. The product is [CH2:8]([O:15][C:16]1[CH:23]=[CH:22][CH:21]=[C:20]([O:24][CH3:25])[C:17]=1[CH:18]1[NH:5][C:3](=[O:4])[C:2]([CH3:7])([CH3:6])[O:1]1)[C:9]1[CH:10]=[CH:11][CH:12]=[CH:13][CH:14]=1. The yield is 0.610.